This data is from Kinase inhibitor bioactivity data combining Ki, Kd, and IC50 measurements. The task is: Regression. Given a target protein amino acid sequence and a drug SMILES string, predict the binding affinity score between them. We predict KIBA score (integrated kinase binding score). Dataset: kiba. (1) The compound is O=c1nc[nH]c2c1sc1c(Cl)ccc(Cl)c12. The target protein (Q13237) has sequence MGNGSVKPKHSKHPDGHSGNLTTDALRNKVTELERELRRKDAEIQEREYHLKELREQLSKQTVAIAELTEELQNKCIQLNKLQDVVHMQGGSPLQASPDKVPLEVHRKTSGLVSLHSRRGAKAGVSAEPTTRTYDLNKPPEFSFEKARVRKDSSEKKLITDALNKNQFLKRLDPQQIKDMVECMYGRNYQQGSYIIKQGEPGNHIFVLAEGRLEVFQGEKLLSSIPMWTTFGELAILYNCTRTASVKAITNVKTWALDREVFQNIMRRTAQARDEQYRNFLRSVSLLKNLPEDKLTKIIDCLEVEYYDKGDYIIREGEEGSTFFILAKGKVKVTQSTEGHDQPQLIKTLQKGEYFGEKALISDDVRSANIIAEENDVACLVIDRETFNQTVGTFEELQKYLEGYVANLNRDDEKRHAKRSMSNWKLSKALSLEMIQLKEKVARFSSSSPFQNLEIIATLGVGGFGRVELVKVKNENVAFAMKCIRKKHIVDTKQQEHVYS.... The KIBA score is 11.9. (2) The target protein (Q07912) has sequence MQPEEGTGWLLELLSEVQLQQYFLRLRDDLNVTRLSHFEYVKNEDLEKIGMGRPGQRRLWEAVKRRKALCKRKSWMSKVFSGKRLEAEFPPHHSQSTFRKTSPAPGGPAGEGPLQSLTCLIGEKDLRLLEKLGDGSFGVVRRGEWDAPSGKTVSVAVKCLKPDVLSQPEAMDDFIREVNAMHSLDHRNLIRLYGVVLTPPMKMVTELAPLGSLLDRLRKHQGHFLLGTLSRYAVQVAEGMGYLESKRFIHRDLAARNLLLATRDLVKIGDFGLMRALPQNDDHYVMQEHRKVPFAWCAPESLKTRTFSHASDTWMFGVTLWEMFTYGQEPWIGLNGSQILHKIDKEGERLPRPEDCPQDIYNVMVQCWAHKPEDRPTFVALRDFLLEAQPTDMRALQDFEEPDKLHIQMNDVITVIEGRAENYWWRGQNTRTLCVGPFPRNVVTSVAGLSAQDISQPLQNSFIHTGHGDSDPRHCWGFPDRIDELYLGNPMDPPDLLSVE.... The KIBA score is 12.1. The compound is CC(C)(C)n1nc(-c2ccc(Cl)cc2)c2c(N)ncnc21. (3) The compound is O=C(Nc1cccc(-c2nc3sccn3c2-c2ccnc(Nc3cccc(N4CCCC4=O)c3)n2)c1)c1c(F)cccc1F. The target protein (P42679) has sequence MAGRGSLVSWRAFHGCDSAEELPRVSPRFLRAWHPPPVSARMPTRRWAPGTQCITKCEHTRPKPGELAFRKGDVVTILEACENKSWYRVKHHTSGQEGLLAAGALREREALSADPKLSLMPWFHGKISGQEAVQQLQPPEDGLFLVRESARHPGDYVLCVSFGRDVIHYRVLHRDGHLTIDEAVFFCNLMDMVEHYSKDKGAICTKLVRPKRKHGTKSAEEELARAGWLLNLQHLTLGAQIGEGEFGAVLQGEYLGQKVAVKNIKCDVTAQAFLDETAVMTKMQHENLVRLLGVILHQGLYIVMEHVSKGNLVNFLRTRGRALVNTAQLLQFSLHVAEGMEYLESKKLVHRDLAARNILVSEDLVAKVSDFGLAKAERKGLDSSRLPVKWTAPEALKHGKFTSKSDVWSFGVLLWEVFSYGRAPYPKMSLKEVSEAVEKGYRMEPPEGCPGPVHVLMSSCWEAEPARRPPFRKLAEKLARELRSAGAPASVSGQDADGST.... The KIBA score is 11.8. (4) The KIBA score is 11.1. The small molecule is Cc1ccc(NC(=O)Nc2ccc(-c3csc4c(-c5cnn(C(C)C(=O)N(C)C)c5)cnc(N)c34)cc2)cc1. The target protein (O15075) has sequence MSFGRDMELEHFDERDKAQRYSRGSRVNGLPSPTHSAHCSFYRTRTLQTLSSEKKAKKVRFYRNGDRYFKGIVYAISPDRFRSFEALLADLTRTLSDNVNLPQGVRTIYTIDGLKKISSLDQLVEGESYVCGSIEPFKKLEYTKNVNPNWSVNVKTTSASRAVSSLATAKGSPSEVRENKDFIRPKLVTIIRSGVKPRKAVRILLNKKTAHSFEQVLTDITDAIKLDSGVVKRLYTLDGKQVMCLQDFFGDDDIFIACGPEKFRYQDDFLLDESECRVVKSTSYTKIASSSRRSTTKSPGPSRRSKSPASTSSVNGTPGSQLSTPRSGKSPSPSPTSPGSLRKQRSSQHGGSSTSLASTKVCSSMDENDGPGEEVSEEGFQIPATITERYKVGRTIGDGNFAVVKECVERSTAREYALKIIKKSKCRGKEHMIQNEVSILRRVKHPNIVLLIEEMDVPTELYLVMELVKGGDLFDAITSTNKYTERDASGMLYNLASAIK.... (5) The small molecule is CN(C)CCCC(=O)Nc1n[nH]c2nnc(-c3cccc(F)c3F)cc12. The target protein (P17612) has sequence MGNAAAAKKGSEQESVKEFLAKAKEDFLKKWESPAQNTAHLDQFERIKTLGTGSFGRVMLVKHKETGNHYAMKILDKQKVVKLKQIEHTLNEKRILQAVNFPFLVKLEFSFKDNSNLYMVMEYVPGGEMFSHLRRIGRFSEPHARFYAAQIVLTFEYLHSLDLIYRDLKPENLLIDQQGYIQVTDFGFAKRVKGRTWTLCGTPEYLAPEIILSKGYNKAVDWWALGVLIYEMAAGYPPFFADQPIQIYEKIVSGKVRFPSHFSSDLKDLLRNLLQVDLTKRFGNLKNGVNDIKNHKWFATTDWIAIYQRKVEAPFIPKFKGPGDTSNFDDYEEEEIRVSINEKCGKEFSEF. The KIBA score is 11.2.